Dataset: NCI-60 drug combinations with 297,098 pairs across 59 cell lines. Task: Regression. Given two drug SMILES strings and cell line genomic features, predict the synergy score measuring deviation from expected non-interaction effect. (1) Drug 1: CC12CCC3C(C1CCC2=O)CC(=C)C4=CC(=O)C=CC34C. Drug 2: C1CN(CCN1C(=O)CCBr)C(=O)CCBr. Cell line: RPMI-8226. Synergy scores: CSS=35.2, Synergy_ZIP=1.85, Synergy_Bliss=4.49, Synergy_Loewe=0.0509, Synergy_HSA=5.42. (2) Drug 1: CC1=C(C=C(C=C1)NC2=NC=CC(=N2)N(C)C3=CC4=NN(C(=C4C=C3)C)C)S(=O)(=O)N.Cl. Drug 2: C1=CN(C=N1)CC(O)(P(=O)(O)O)P(=O)(O)O. Cell line: OVCAR-5. Synergy scores: CSS=2.41, Synergy_ZIP=4.82, Synergy_Bliss=1.10, Synergy_Loewe=-3.15, Synergy_HSA=-0.867. (3) Drug 1: C1=NC2=C(N1)C(=S)N=C(N2)N. Drug 2: C1C(C(OC1N2C=NC(=NC2=O)N)CO)O. Cell line: SNB-19. Synergy scores: CSS=22.4, Synergy_ZIP=-4.11, Synergy_Bliss=-2.51, Synergy_Loewe=-17.8, Synergy_HSA=-0.873. (4) Drug 1: COC1=C(C=C2C(=C1)N=CN=C2NC3=CC(=C(C=C3)F)Cl)OCCCN4CCOCC4. Drug 2: CC1=C(C=C(C=C1)NC(=O)C2=CC=C(C=C2)CN3CCN(CC3)C)NC4=NC=CC(=N4)C5=CN=CC=C5. Cell line: NCIH23. Synergy scores: CSS=13.3, Synergy_ZIP=-4.52, Synergy_Bliss=-2.80, Synergy_Loewe=-1.69, Synergy_HSA=-0.855. (5) Drug 1: CNC(=O)C1=CC=CC=C1SC2=CC3=C(C=C2)C(=NN3)C=CC4=CC=CC=N4. Drug 2: CCC1(CC2CC(C3=C(CCN(C2)C1)C4=CC=CC=C4N3)(C5=C(C=C6C(=C5)C78CCN9C7C(C=CC9)(C(C(C8N6C)(C(=O)OC)O)OC(=O)C)CC)OC)C(=O)OC)O.OS(=O)(=O)O. Cell line: SK-MEL-2. Synergy scores: CSS=25.1, Synergy_ZIP=-0.409, Synergy_Bliss=0.116, Synergy_Loewe=-44.2, Synergy_HSA=-0.726. (6) Drug 1: COC1=CC(=CC(=C1O)OC)C2C3C(COC3=O)C(C4=CC5=C(C=C24)OCO5)OC6C(C(C7C(O6)COC(O7)C8=CC=CS8)O)O. Drug 2: CC1CCC2CC(C(=CC=CC=CC(CC(C(=O)C(C(C(=CC(C(=O)CC(OC(=O)C3CCCCN3C(=O)C(=O)C1(O2)O)C(C)CC4CCC(C(C4)OC)O)C)C)O)OC)C)C)C)OC. Cell line: CCRF-CEM. Synergy scores: CSS=55.4, Synergy_ZIP=-3.42, Synergy_Bliss=-2.19, Synergy_Loewe=1.38, Synergy_HSA=3.88. (7) Drug 2: CC1=C2C(C(=O)C3(C(CC4C(C3C(C(C2(C)C)(CC1OC(=O)C(C(C5=CC=CC=C5)NC(=O)C6=CC=CC=C6)O)O)OC(=O)C7=CC=CC=C7)(CO4)OC(=O)C)O)C)OC(=O)C. Synergy scores: CSS=37.7, Synergy_ZIP=-5.48, Synergy_Bliss=-0.363, Synergy_Loewe=-6.51, Synergy_HSA=-2.06. Drug 1: C1C(C(OC1N2C=C(C(=O)NC2=O)F)CO)O. Cell line: SN12C.